From a dataset of Catalyst prediction with 721,799 reactions and 888 catalyst types from USPTO. Predict which catalyst facilitates the given reaction. (1) Reactant: Br[C:2]1[C:11]2[C:6](=[CH:7][C:8]([O:14][CH3:15])=[C:9]([O:12][CH3:13])[CH:10]=2)[N:5]=[N:4][CH:3]=1.[CH3:16][O:17][C:18]1[CH:27]=[C:26]2[C:21]([CH2:22][CH2:23][NH:24][C:25]2=[O:28])=[CH:20][CH:19]=1.C(=O)([O-])[O-].[K+].[K+].CNCCNC. Product: [CH3:13][O:12][C:9]1[CH:10]=[C:11]2[C:6](=[CH:7][C:8]=1[O:14][CH3:15])[N:5]=[N:4][CH:3]=[C:2]2[N:24]1[CH2:23][CH2:22][C:21]2[C:26](=[CH:27][C:18]([O:17][CH3:16])=[CH:19][CH:20]=2)[C:25]1=[O:28]. The catalyst class is: 509. (2) Reactant: Cl.[CH3:2][C:3]1[O:4][C:5]2[C:14]3[CH:13]([CH2:15][CH2:16][NH2:17])[CH2:12][CH2:11][C:10]=3[CH:9]=[CH:8][C:6]=2[N:7]=1.C(N(CC)CC)C.[F:25][C:26]([F:37])([F:36])[C:27](O[C:27](=[O:28])[C:26]([F:37])([F:36])[F:25])=[O:28].C(=O)([O-])O.[Na+]. Product: [F:25][C:26]([F:37])([F:36])[C:27]([NH:17][CH2:16][CH2:15][CH:13]1[C:14]2[C:5]3[O:4][C:3]([CH3:2])=[N:7][C:6]=3[CH:8]=[CH:9][C:10]=2[CH2:11][CH2:12]1)=[O:28]. The catalyst class is: 7. (3) Reactant: Br[CH2:2][CH2:3][CH2:4][CH2:5][N:6]1[C:10](=[O:11])[C:9]2=[CH:12][CH:13]=[CH:14][CH:15]=[C:8]2[C:7]1=[O:16].[CH2:17]([O:19][P:20]([O:24]CC)[O:21][CH2:22][CH3:23])[CH3:18].CO. Product: [O:16]=[C:7]1[C:8]2[C:9](=[CH:12][CH:13]=[CH:14][CH:15]=2)[C:10](=[O:11])[N:6]1[CH2:5][CH2:4][CH2:3][CH2:2][P:20](=[O:24])([O:21][CH2:22][CH3:23])[O:19][CH2:17][CH3:18]. The catalyst class is: 25.